From a dataset of Reaction yield outcomes from USPTO patents with 853,638 reactions. Predict the reaction yield, written as a fraction of the theoretical maximum amount of product (1.0 means a 100% yield; for example, 0.34 means a 34% yield). (1) The reactants are [NH2:1][C:2]1[CH:9]=[CH:8][C:7]([Cl:10])=[CH:6][C:3]=1[C:4]#[N:5].O.C1(C)C=CC(S(O)(=O)=O)=CC=1.[CH3:23][O:24][C:25]1[CH:32]=[CH:31][C:28]([CH2:29]O)=[CH:27][CH:26]=1. The catalyst is C(#N)C. The product is [Cl:10][C:7]1[CH:8]=[CH:9][C:2]([NH:1][CH2:29][C:28]2[CH:31]=[CH:32][C:25]([O:24][CH3:23])=[CH:26][CH:27]=2)=[C:3]([CH:6]=1)[C:4]#[N:5]. The yield is 0.990. (2) The reactants are C[O:2][C:3](=O)[C:4]1[CH:9]=[CH:8][C:7]([O:10][CH2:11][C:12]2[C:13]([C:18]3[CH:23]=[CH:22][CH:21]=[CH:20][C:19]=3[F:24])=[N:14][O:15][C:16]=2[CH3:17])=[N:6][CH:5]=1.[F:26][C:27]([F:34])([C:30]([F:33])([F:32])[F:31])[CH2:28][NH2:29]. No catalyst specified. The product is [F:24][C:19]1[CH:20]=[CH:21][CH:22]=[CH:23][C:18]=1[C:13]1[C:12]([CH2:11][O:10][C:7]2[CH:8]=[CH:9][C:4]([C:3]([NH:29][CH2:28][C:27]([F:34])([F:26])[C:30]([F:33])([F:32])[F:31])=[O:2])=[CH:5][N:6]=2)=[C:16]([CH3:17])[O:15][N:14]=1. The yield is 0.750. (3) The reactants are [CH3:1][N:2]1[C:10](=[O:11])[C:9]2[N:8](CC=C)[CH:7]=[N:6][C:5]=2[N:4]([CH2:15][CH2:16][CH2:17][CH2:18][CH3:19])[C:3]1=[O:20].[Li+].C[Si]([N-][Si](C)(C)C)(C)C.[CH3:31][N:32](C=O)C. The catalyst is C1COCC1. The product is [CH3:1][N:2]1[C:10](=[O:11])[C:9]2[NH:8][C:7]([C:31]#[N:32])=[N:6][C:5]=2[N:4]([CH2:15][CH2:16][CH2:17][CH2:18][CH3:19])[C:3]1=[O:20]. The yield is 0.300.